From a dataset of Catalyst prediction with 721,799 reactions and 888 catalyst types from USPTO. Predict which catalyst facilitates the given reaction. (1) Reactant: [Br:1][C:2]1[CH:3]=[C:4]([CH:9]=[C:10](I)[CH:11]=1)[C:5]([O:7][CH3:8])=[O:6].[Cl-].[N:14]1[CH:19]=[CH:18][CH:17]=[CH:16][C:15]=1[Zn+].O. Product: [Br:1][C:2]1[CH:3]=[C:4]([CH:9]=[C:10]([C:15]2[CH:16]=[CH:17][CH:18]=[CH:19][N:14]=2)[CH:11]=1)[C:5]([O:7][CH3:8])=[O:6]. The catalyst class is: 176. (2) Reactant: [CH3:1][C:2](C)([O-:4])C.[K+].[C:7]([Si:11]([CH3:39])([CH3:38])[O:12][CH2:13][CH2:14][C:15]1([C@@H:20]2[C@:28]3([CH3:29])[C@H:23]([C@@H:24]([O:30][Si:31]([C:34]([CH3:37])([CH3:36])[CH3:35])([CH3:33])[CH3:32])[CH2:25][CH2:26][CH2:27]3)[CH2:22][CH2:21]2)[CH2:17]C1C=O)([CH3:10])([CH3:9])[CH3:8].[O:40]1[CH2:44][CH2:43][CH2:42][CH2:41]1. Product: [CH2:2]([O:4][C:44](=[O:40])[CH:43]=[CH:42][CH:41]1[CH2:17][C:15]1([CH2:14][CH2:13][O:12][Si:11]([C:7]([CH3:8])([CH3:9])[CH3:10])([CH3:38])[CH3:39])[C@@H:20]1[C@:28]2([CH3:29])[C@H:23]([C@@H:24]([O:30][Si:31]([C:34]([CH3:36])([CH3:37])[CH3:35])([CH3:33])[CH3:32])[CH2:25][CH2:26][CH2:27]2)[CH2:22][CH2:21]1)[CH3:1]. The catalyst class is: 11.